From a dataset of Full USPTO retrosynthesis dataset with 1.9M reactions from patents (1976-2016). Predict the reactants needed to synthesize the given product. (1) Given the product [ClH:20].[NH2:22][CH2:23][CH2:24][O:25][CH2:26][CH2:27][O:28][C:1](=[O:19])[CH2:2][CH2:3][CH2:4][CH2:5][CH2:6][CH2:7][CH2:8][CH2:9][CH2:10][CH2:11][CH2:12][CH2:13][CH2:14][CH2:15][CH2:16][CH2:17][CH3:18], predict the reactants needed to synthesize it. The reactants are: [C:1]([Cl:20])(=[O:19])[CH2:2][CH2:3][CH2:4][CH2:5][CH2:6][CH2:7][CH2:8][CH2:9][CH2:10][CH2:11][CH2:12][CH2:13][CH2:14][CH2:15][CH2:16][CH2:17][CH3:18].Cl.[NH2:22][CH2:23][CH2:24][O:25][CH2:26][CH2:27][OH:28]. (2) Given the product [CH3:1][C:2]1[CH:3]=[C:4]2[C:13](=[CH:14][CH:15]=1)[C:7]1([CH2:8][CH2:9][N:10]([C:21]([O:23][CH:24]3[CH:25]4[CH2:33][CH:29]5[CH2:28][CH:27]([CH2:32][CH:31]3[CH2:30]5)[CH2:26]4)=[O:22])[CH2:11][CH2:12]1)[CH2:6][CH:5]2[CH2:16][C:17]([OH:19])=[O:18], predict the reactants needed to synthesize it. The reactants are: [CH3:1][C:2]1[CH:3]=[C:4]2[C:13](=[CH:14][CH:15]=1)[C:7]1([CH2:12][CH2:11][NH:10][CH2:9][CH2:8]1)[CH2:6][CH:5]2[CH2:16][C:17]([OH:19])=[O:18].Cl[C:21]([O:23][CH:24]1[CH:31]2[CH2:32][CH:27]3[CH2:28][CH:29]([CH2:33][CH:25]1[CH2:26]3)[CH2:30]2)=[O:22]. (3) Given the product [Cl:23][C:24]1[C:33]([CH2:34][NH:1][CH:2]2[CH2:3][CH2:4][N:5]([CH2:8][CH2:9][N:10]3[C:19]4[C:14](=[CH:15][CH:16]=[C:17]([O:20][CH3:21])[CH:18]=4)[N:13]=[CH:12][C:11]3=[O:22])[CH2:6][CH2:7]2)=[N:32][C:31]2[NH:30][C:29](=[O:36])[CH2:28][S:27][C:26]=2[CH:25]=1, predict the reactants needed to synthesize it. The reactants are: [NH2:1][CH:2]1[CH2:7][CH2:6][N:5]([CH2:8][CH2:9][N:10]2[C:19]3[C:14](=[CH:15][CH:16]=[C:17]([O:20][CH3:21])[CH:18]=3)[N:13]=[CH:12][C:11]2=[O:22])[CH2:4][CH2:3]1.[Cl:23][C:24]1[C:33]([CH:34]=O)=[N:32][C:31]2[NH:30][C:29](=[O:36])[CH2:28][S:27][C:26]=2[CH:25]=1.C(O[BH-](OC(=O)C)OC(=O)C)(=O)C.[Na+].C(=O)([O-])O.[Na+]. (4) Given the product [CH3:8][O:9][C:10]1[CH:17]=[CH:16][C:13]([CH2:14][N:1]2[CH2:6][CH2:5][C:4](=[O:7])[CH2:3][CH2:2]2)=[CH:12][CH:11]=1, predict the reactants needed to synthesize it. The reactants are: [NH:1]1[CH2:6][CH2:5][C:4](=[O:7])[CH2:3][CH2:2]1.[CH3:8][O:9][C:10]1[CH:17]=[CH:16][C:13]([CH2:14]Cl)=[CH:12][CH:11]=1.